Dataset: Forward reaction prediction with 1.9M reactions from USPTO patents (1976-2016). Task: Predict the product of the given reaction. (1) The product is: [C:9]([O:8][C:6]([N:13]1[CH2:18][CH2:17][C:16]([CH2:1][CH2:2][CH2:3][CH3:4])([OH:19])[CH2:15][CH2:14]1)=[O:7])([CH3:12])([CH3:11])[CH3:10]. Given the reactants [CH2:1]([Li])[CH2:2][CH2:3][CH3:4].[C:6]([N:13]1[CH2:18][CH2:17][C:16](=[O:19])[CH2:15][CH2:14]1)([O:8][C:9]([CH3:12])([CH3:11])[CH3:10])=[O:7], predict the reaction product. (2) The product is: [O:14]1[C:13]2[C:12]3[CH:21]=[CH:22][C:9]([N:5]4[CH2:4][C@H:3]([CH2:2][NH:1][C:25](=[O:26])[CH:24]([F:28])[F:23])[O:7][C:6]4=[O:8])=[CH:10][C:11]=3[CH2:20][CH2:19][CH2:18][C:17]=2[CH:16]=[N:15]1. Given the reactants [NH2:1][CH2:2][C@@H:3]1[O:7][C:6](=[O:8])[N:5]([C:9]2[CH:22]=[CH:21][C:12]3[C:13]4[O:14][N:15]=[CH:16][C:17]=4[CH2:18][CH2:19][CH2:20][C:11]=3[CH:10]=2)[CH2:4]1.[F:23][CH:24]([F:28])[C:25](O)=[O:26], predict the reaction product. (3) Given the reactants C(OC([N:8]1[CH2:13][CH2:12][CH:11]([C:14]([N:16]2[CH2:19][CH2:18][CH2:17]2)=[O:15])[CH2:10][CH2:9]1)=O)(C)(C)C.FC(F)(F)C(O)=O, predict the reaction product. The product is: [N:16]1([C:14]([CH:11]2[CH2:12][CH2:13][NH:8][CH2:9][CH2:10]2)=[O:15])[CH2:17][CH2:18][CH2:19]1.